From a dataset of Forward reaction prediction with 1.9M reactions from USPTO patents (1976-2016). Predict the product of the given reaction. Given the reactants [C:1]12([NH:11][C:12](=[O:15])[CH2:13][Cl:14])[CH2:10][CH:5]3[CH2:6][CH:7]([CH2:9][CH:3]([CH2:4]3)[CH2:2]1)[CH2:8]2.[NH2:16][C:17]([NH2:19])=[S:18], predict the reaction product. The product is: [ClH:14].[C:1]12([NH:11][C:12](=[O:15])[CH2:13][S:18][C:17](=[NH:16])[NH2:19])[CH2:10][CH:5]3[CH2:6][CH:7]([CH2:9][CH:3]([CH2:4]3)[CH2:2]1)[CH2:8]2.